Dataset: Full USPTO retrosynthesis dataset with 1.9M reactions from patents (1976-2016). Task: Predict the reactants needed to synthesize the given product. (1) Given the product [Cl:33][C:30]1[CH:29]=[CH:28][C:27]([C:23]2([OH:26])[CH2:24][CH2:25][N:20]([CH2:19][CH2:18][CH:17]=[C:8]3[C:7]4[CH:36]=[CH:37][CH:4]=[N:5][C:6]=4[CH2:12][O:43][C:10]4[CH:13]=[CH:14][C:15]([CH2:38][CH:39]([OH:45])[CH2:40][OH:41])=[CH:16][C:9]3=4)[CH2:21][C:22]2([CH3:34])[CH3:35])=[CH:32][CH:31]=1, predict the reactants needed to synthesize it. The reactants are: C([C:4]1[CH:37]=[CH:36][C:7]2[C:8](=[CH:17][CH2:18][CH2:19][N:20]3[CH2:25][CH2:24][C:23]([C:27]4[CH:32]=[CH:31][C:30]([Cl:33])=[CH:29][CH:28]=4)([OH:26])[C:22]([CH3:35])([CH3:34])[CH2:21]3)[C:9]3[CH:16]=[CH:15][CH:14]=[CH:13][C:10]=3O[CH2:12][C:6]=2[N:5]=1)C=C.[CH2:38]1C[O:41][CH2:40][CH2:39]1.[OH2:43].S(=O)(O)[O-:45].[Na+]. (2) The reactants are: Br[CH:2]([C:4]1[C:13]([Cl:14])=[N:12][CH:11]=[CH:10][C:5]=1[C:6]([O:8]C)=O)[CH3:3].Cl.[F:16][CH:17]([F:29])[CH2:18][O:19][C:20]1[N:25]=[CH:24][C:23]([CH2:26][NH2:27])=[CH:22][C:21]=1[CH3:28]. Given the product [Cl:14][C:13]1[C:4]2[CH:2]([CH3:3])[N:27]([CH2:26][C:23]3[CH:24]=[N:25][C:20]([O:19][CH2:18][CH:17]([F:29])[F:16])=[C:21]([CH3:28])[CH:22]=3)[C:6](=[O:8])[C:5]=2[CH:10]=[CH:11][N:12]=1, predict the reactants needed to synthesize it. (3) Given the product [CH:1]1([N:4]([CH:18]2[CH2:23][CH2:22][N:21]([C:25]3[O:29][N:28]=[C:27]([C:30]4[CH:35]=[CH:34][C:33]([O:36][CH3:37])=[CH:32][CH:31]=4)[N:26]=3)[CH2:20][CH2:19]2)[C:5](=[O:17])[C:6]2[CH:7]=[CH:8][C:9]([C:12]3[O:16][CH:15]=[N:14][CH:13]=3)=[CH:10][CH:11]=2)[CH2:3][CH2:2]1, predict the reactants needed to synthesize it. The reactants are: [CH:1]1([N:4]([CH:18]2[CH2:23][CH2:22][NH:21][CH2:20][CH2:19]2)[C:5](=[O:17])[C:6]2[CH:11]=[CH:10][C:9]([C:12]3[O:16][CH:15]=[N:14][CH:13]=3)=[CH:8][CH:7]=2)[CH2:3][CH2:2]1.Cl[C:25]1[O:29][N:28]=[C:27]([C:30]2[CH:35]=[CH:34][C:33]([O:36][CH3:37])=[CH:32][CH:31]=2)[N:26]=1.